From a dataset of Catalyst prediction with 721,799 reactions and 888 catalyst types from USPTO. Predict which catalyst facilitates the given reaction. (1) Reactant: C(OC(=O)[CH:5]([C:17]#[N:18])[C:6]1[CH:11]=[CH:10][C:9]([N+:12]([O-:14])=[O:13])=[CH:8][C:7]=1[O:15][CH3:16])C.Cl. Product: [CH3:16][O:15][C:7]1[CH:8]=[C:9]([N+:12]([O-:14])=[O:13])[CH:10]=[CH:11][C:6]=1[CH2:5][C:17]#[N:18]. The catalyst class is: 14. (2) Reactant: O[C:2]1[CH:9]=[CH:8][C:5]([CH:6]=[O:7])=[CH:4][CH:3]=1.C(=O)([O-])[O-].[Cs+].[Cs+].CS([O:20][CH:21]1[CH2:24][N:23]([C:25]([C:27]2[O:28][C:29]([C:32]3[CH:37]=[CH:36][C:35]([O:38][CH3:39])=[CH:34][CH:33]=3)=[N:30][N:31]=2)=[O:26])[CH2:22]1)(=O)=O. Product: [CH3:39][O:38][C:35]1[CH:36]=[CH:37][C:32]([C:29]2[O:28][C:27]([C:25]([N:23]3[CH2:24][CH:21]([O:20][C:2]4[CH:9]=[CH:8][C:5]([CH:6]=[O:7])=[CH:4][CH:3]=4)[CH2:22]3)=[O:26])=[N:31][N:30]=2)=[CH:33][CH:34]=1. The catalyst class is: 3. (3) Reactant: [Cl:1][C:2]1[CH:3]=[N:4][C:5]([N:11]2[CH2:14][CH:13]([O:15][C:16]3[CH:21]=[CH:20][C:19]([F:22])=[CH:18][CH:17]=3)[CH2:12]2)=[C:6]([CH:10]=1)[C:7](O)=[O:8].Cl.C(N=C=NCCCN(C)C)C.Cl.[NH2:36][C@H:37]([C:39]1[CH:48]=[CH:47][C:42]([C:43]([O:45][CH3:46])=[O:44])=[CH:41][CH:40]=1)[CH3:38].C(N(CC)CC)C.C([O-])(O)=O.[Na+]. Product: [Cl:1][C:2]1[CH:3]=[N:4][C:5]([N:11]2[CH2:12][CH:13]([O:15][C:16]3[CH:21]=[CH:20][C:19]([F:22])=[CH:18][CH:17]=3)[CH2:14]2)=[C:6]([CH:10]=1)[C:7]([NH:36][C@H:37]([C:39]1[CH:48]=[CH:47][C:42]([C:43]([O:45][CH3:46])=[O:44])=[CH:41][CH:40]=1)[CH3:38])=[O:8]. The catalyst class is: 4. (4) Reactant: [CH3:1][N:2]([CH3:9])[CH2:3]/[CH:4]=[CH:5]/[C:6](O)=[O:7].O=C1N(P(Cl)(N2CCOC2=O)=O)CCO1.C(N(CC)C(C)C)(C)C.[NH:34]1[CH2:37][CH:36]([N:38]2[C:46]3[C:45]([O:47][C:48]4[CH:53]=[CH:52][C:51]([O:54][C:55]5[CH:60]=[CH:59][CH:58]=[CH:57][CH:56]=5)=[CH:50][CH:49]=4)=[N:44][CH:43]=[N:42][C:41]=3[CH:40]=[CH:39]2)[CH2:35]1. Product: [CH3:1][N:2]([CH3:9])[CH2:3]/[CH:4]=[CH:5]/[C:6]([N:34]1[CH2:35][CH:36]([N:38]2[C:46]3[C:45]([O:47][C:48]4[CH:49]=[CH:50][C:51]([O:54][C:55]5[CH:60]=[CH:59][CH:58]=[CH:57][CH:56]=5)=[CH:52][CH:53]=4)=[N:44][CH:43]=[N:42][C:41]=3[CH:40]=[CH:39]2)[CH2:37]1)=[O:7]. The catalyst class is: 12. (5) Reactant: [Cl:1][C:2]1[C:3]([N:8]2[CH2:13][CH2:12][NH:11][CH2:10][CH2:9]2)=[N:4][CH:5]=[CH:6][N:7]=1.[OH:14][CH2:15][CH2:16][N:17]1[CH:21]=[C:20]([CH:22]=O)[CH:19]=[N:18]1.C(O[BH-](OC(=O)C)OC(=O)C)(=O)C.[Na+].C(O)(=O)C. Product: [Cl:1][C:2]1[C:3]([N:8]2[CH2:9][CH2:10][N:11]([CH2:22][C:20]3[CH:19]=[N:18][N:17]([CH2:16][CH2:15][OH:14])[CH:21]=3)[CH2:12][CH2:13]2)=[N:4][CH:5]=[CH:6][N:7]=1. The catalyst class is: 26.